Predict the reactants needed to synthesize the given product. From a dataset of Full USPTO retrosynthesis dataset with 1.9M reactions from patents (1976-2016). (1) Given the product [ClH:41].[O:30]1[C:26]([C:23]2[CH:22]=[CH:21][C:20]([C:17]3[S:16][C:15]([C:12]4([CH2:31][C:32]([O:34][C:35]([CH3:38])([CH3:37])[CH3:36])=[O:33])[S:11](=[O:40])(=[O:39])[CH2:10][CH2:9][NH:8][CH2:14][CH2:13]4)=[CH:19][CH:18]=3)=[CH:25][CH:24]=2)=[CH:27][N:28]=[CH:29]1, predict the reactants needed to synthesize it. The reactants are: C(OC([N:8]1[CH2:14][CH2:13][C:12]([CH2:31][C:32]([O:34][C:35]([CH3:38])([CH3:37])[CH3:36])=[O:33])([C:15]2[S:16][C:17]([C:20]3[CH:25]=[CH:24][C:23]([C:26]4[O:30][CH:29]=[N:28][CH:27]=4)=[CH:22][CH:21]=3)=[CH:18][CH:19]=2)[S:11](=[O:40])(=[O:39])[CH2:10][CH2:9]1)=O)(C)(C)C.[ClH:41]. (2) The reactants are: [CH3:1][N:2]1[C:6]2[CH:7]=[CH:8][C:9]([C:11]3[CH:16]=[CH:15][C:14]([C:17]([N:19]4[CH2:24][CH2:23][N:22]([C:25]([C:27]5([NH:30]C(=O)OC(C)(C)C)[CH2:29][CH2:28]5)=[O:26])[CH2:21][CH2:20]4)=[O:18])=[CH:13][CH:12]=3)=[CH:10][C:5]=2[N:4]=[CH:3]1. Given the product [NH2:30][C:27]1([C:25]([N:22]2[CH2:21][CH2:20][N:19]([C:17]([C:14]3[CH:13]=[CH:12][C:11]([C:9]4[CH:8]=[CH:7][C:6]5[N:2]([CH3:1])[CH:3]=[N:4][C:5]=5[CH:10]=4)=[CH:16][CH:15]=3)=[O:18])[CH2:24][CH2:23]2)=[O:26])[CH2:29][CH2:28]1, predict the reactants needed to synthesize it.